This data is from Forward reaction prediction with 1.9M reactions from USPTO patents (1976-2016). The task is: Predict the product of the given reaction. (1) Given the reactants [H-].[Na+].[CH3:3][C:4]1([CH3:12])[O:8][CH:7]([CH2:9][CH2:10][OH:11])[CH2:6][O:5]1.S(O[CH2:18][CH2:19][O:20][CH2:21][CH2:22][O:23][CH3:24])(=O)(=O)C.C(=O)(O)[O-].[Na+].C(N(CC)CC)C.C1(=O)OC(=O)CC1, predict the reaction product. The product is: [CH3:24][O:23][CH2:22][CH2:21][O:20][CH2:19][CH2:18][O:11][CH2:10][CH2:9][CH:7]1[CH2:6][O:5][C:4]([CH3:12])([CH3:3])[O:8]1. (2) Given the reactants C(=O)([O-])[O-].[K+].[K+].Cl[C:8]1[N:13]=[CH:12][C:11]([C:14]#[N:15])=[CH:10][CH:9]=1.[Cl:16][C:17]1[NH:21][C:20]([CH3:22])=[N:19][CH:18]=1, predict the reaction product. The product is: [Cl:16][C:17]1[N:21]=[C:20]([CH3:22])[N:19]([C:8]2[N:13]=[CH:12][C:11]([C:14]#[N:15])=[CH:10][CH:9]=2)[CH:18]=1. (3) Given the reactants [Cl:1]N1C(=O)CCC1=O.[CH3:9][S:10][CH2:11][C:12]([O:14][CH2:15][CH3:16])=[O:13], predict the reaction product. The product is: [Cl:1][CH:11]([S:10][CH3:9])[C:12]([O:14][CH2:15][CH3:16])=[O:13]. (4) Given the reactants [Cl:1][C:2]1[C:3]([F:37])=[C:4]([C:33]([F:36])=[CH:34][CH:35]=1)[O:5][C:6]1[CH2:10][N:9]([C@@H:11]([CH2:25][CH:26]2[CH2:31][CH2:30][CH2:29][CH2:28][CH2:27]2)[C:12]([NH:14][C:15]2[CH:19]=[CH:18][N:17]([CH2:20]C(O)(C)C)[N:16]=2)=[O:13])[C:8](=[O:32])[CH:7]=1.CN1C=CC(N)=N1.F[P-](F)(F)(F)(F)F.N1(O[P+](N(C)C)(N(C)C)N(C)C)C2C=CC=CC=2N=N1.C(N(CC)C(C)C)(C)C, predict the reaction product. The product is: [Cl:1][C:2]1[C:3]([F:37])=[C:4]([C:33]([F:36])=[CH:34][CH:35]=1)[O:5][C:6]1[CH2:10][N:9]([C@@H:11]([CH2:25][CH:26]2[CH2:31][CH2:30][CH2:29][CH2:28][CH2:27]2)[C:12]([NH:14][C:15]2[CH:19]=[CH:18][N:17]([CH3:20])[N:16]=2)=[O:13])[C:8](=[O:32])[CH:7]=1. (5) Given the reactants [C:1](Cl)(=[O:5])[C:2]([Cl:4])=[O:3].[F:7][C:8]1[CH:9]=[CH:10][C:11]([C:27]([F:30])([F:29])[F:28])=[C:12]([CH:26]=1)[C:13]([N:15]1[CH2:20][CH2:19][N:18](C(=O)C(O)=O)[CH2:17][CH2:16]1)=[O:14], predict the reaction product. The product is: [F:7][C:8]1[CH:9]=[CH:10][C:11]([C:27]([F:29])([F:28])[F:30])=[C:12]([CH:26]=1)[C:13]([N:15]1[CH2:16][CH2:17][N:18]([C:1](=[O:5])[C:2]([Cl:4])=[O:3])[CH2:19][CH2:20]1)=[O:14]. (6) Given the reactants [F:1][C:2]1[CH:3]=[CH:4][C:5]([O:11]C)=[C:6]([B:8]([OH:10])[OH:9])[CH:7]=1.BrB(Br)Br, predict the reaction product. The product is: [F:1][C:2]1[CH:3]=[CH:4][C:5]([OH:11])=[C:6]([B:8]([OH:9])[OH:10])[CH:7]=1. (7) The product is: [CH2:7]([O:20][C:14]1[CH:15]=[CH:16][CH:17]=[C:18]([F:19])[C:13]=1[F:12])[CH:8]=[CH:9][CH3:10]. Given the reactants C(=O)([O-])[O-].[K+].[K+].[CH3:7][C:8](=O)[CH2:9][CH3:10].[F:12][C:13]1[C:18]([F:19])=[CH:17][CH:16]=[CH:15][C:14]=1[OH:20].BrCC=CC, predict the reaction product.